The task is: Predict the product of the given reaction.. This data is from Forward reaction prediction with 1.9M reactions from USPTO patents (1976-2016). (1) Given the reactants [F:1][C:2]1[CH:3]=[C:4]([N:19]([C:28]2[CH:33]=[CH:32][C:31]([F:34])=[CH:30][CH:29]=2)[C:20]([C:22]2([C:25]([NH2:27])=[O:26])[CH2:24][CH2:23]2)=[O:21])[CH:5]=[CH:6][C:7]=1[O:8][C:9]1[CH:14]=[CH:13][N:12]=[C:11]2[CH:15]=[C:16](I)[S:17][C:10]=12.[CH2:35]([N:37]1[CH2:42][CH2:41][N:40]([CH2:43][C:44]#[CH:45])[CH2:39][CH2:38]1)[CH3:36], predict the reaction product. The product is: [CH2:35]([N:37]1[CH2:42][CH2:41][N:40]([CH2:43][C:44]#[C:45][C:16]2[S:17][C:10]3[C:11](=[N:12][CH:13]=[CH:14][C:9]=3[O:8][C:7]3[CH:6]=[CH:5][C:4]([N:19]([C:28]4[CH:29]=[CH:30][C:31]([F:34])=[CH:32][CH:33]=4)[C:20]([C:22]4([C:25]([NH2:27])=[O:26])[CH2:24][CH2:23]4)=[O:21])=[CH:3][C:2]=3[F:1])[CH:15]=2)[CH2:39][CH2:38]1)[CH3:36]. (2) Given the reactants [Cl:1][C:2]1[CH:7]=[CH:6][CH:5]=[CH:4][C:3]=1[C@H:8]([O:10][C:11]1[CH:15]=[C:14]([N:16]2[C:20]3[CH:21]=[C:22]([OH:25])[CH:23]=[CH:24][C:19]=3[N:18]=[CH:17]2)[S:13][C:12]=1[C:26]([O:28][CH3:29])=[O:27])[CH3:9].C1(P(C2C=CC=CC=2)C2C=CC=CC=2)C=CC=CC=1.O[CH:50]1[CH2:55][CH2:54][N:53]([C:56]([O:58][C:59]([CH3:62])([CH3:61])[CH3:60])=[O:57])[CH2:52][CH2:51]1.N(C(OC(C)C)=O)=NC(OC(C)C)=O, predict the reaction product. The product is: [Cl:1][C:2]1[CH:7]=[CH:6][CH:5]=[CH:4][C:3]=1[C@H:8]([O:10][C:11]1[CH:15]=[C:14]([N:16]2[C:20]3[CH:21]=[C:22]([O:25][CH:50]4[CH2:55][CH2:54][N:53]([C:56]([O:58][C:59]([CH3:62])([CH3:61])[CH3:60])=[O:57])[CH2:52][CH2:51]4)[CH:23]=[CH:24][C:19]=3[N:18]=[CH:17]2)[S:13][C:12]=1[C:26]([O:28][CH3:29])=[O:27])[CH3:9]. (3) The product is: [C:1]([C:4]1[CH:11]=[CH:10][C:15]([C:16]([OH:18])=[O:17])=[C:6]([Br:12])[CH:5]=1)(=[O:3])[CH3:2]. Given the reactants [C:1]([C:4]1[CH:11]=[CH:10]C(C#N)=[C:6]([Br:12])[CH:5]=1)(=[O:3])[CH3:2].[OH-].[Na+].[CH3:15][C:16]([OH:18])=[O:17], predict the reaction product.